From a dataset of Full USPTO retrosynthesis dataset with 1.9M reactions from patents (1976-2016). Predict the reactants needed to synthesize the given product. (1) Given the product [I:1][C:2]1[CH:9]=[C:6]([CH2:7][OH:8])[CH:5]=[C:4]([O:10][CH3:11])[C:3]=1[O:12][CH3:13], predict the reactants needed to synthesize it. The reactants are: [I:1][C:2]1[C:3]([O:12][CH3:13])=[C:4]([O:10][CH3:11])[CH:5]=[C:6]([CH:9]=1)[CH:7]=[O:8].[BH4-].[Na+]. (2) Given the product [CH2:3]([O:5][CH2:6][C@:7]1([C:13]([N:15]2[CH2:16][CH2:17][N:18]([C:21]3[CH:26]=[C:25]([C:27]([F:30])([F:29])[F:28])[CH:24]=[CH:23][N:22]=3)[CH2:19][CH2:20]2)=[O:14])[CH2:11][CH2:10][C@@H:9]([NH:12][C@@H:37]2[CH2:36][CH2:35][O:34][CH2:33][CH:32]2[CH3:31])[CH2:8]1)[CH3:4], predict the reactants needed to synthesize it. The reactants are: Cl.Cl.[CH2:3]([O:5][CH2:6][C@:7]1([C:13]([N:15]2[CH2:20][CH2:19][N:18]([C:21]3[CH:26]=[C:25]([C:27]([F:30])([F:29])[F:28])[CH:24]=[CH:23][N:22]=3)[CH2:17][CH2:16]2)=[O:14])[CH2:11][CH2:10][C@@H:9]([NH2:12])[CH2:8]1)[CH3:4].[CH3:31][CH:32]1[C:37](=O)[CH2:36][CH2:35][O:34][CH2:33]1.C(N(CC)CC)C.C(O[BH-](OC(=O)C)OC(=O)C)(=O)C.[Na+]. (3) Given the product [F:1][C:2]1[CH:3]=[C:4]2[C:9](=[N:10][CH:11]=1)[N:8]=[C:7]([C:12]([F:15])([F:14])[F:13])[C:6]([C:21]1[CH:26]=[N:25][N:24]([CH3:27])[C:23](=[O:28])[C:22]=1[O:29][CH3:30])=[CH:5]2, predict the reactants needed to synthesize it. The reactants are: [F:1][C:2]1[CH:3]=[C:4]2[C:9](=[N:10][CH:11]=1)[N:8]=[C:7]([C:12]([F:15])([F:14])[F:13])[C:6]([Sn](C)(C)C)=[CH:5]2.Cl[C:21]1[CH:26]=[N:25][N:24]([CH3:27])[C:23](=[O:28])[C:22]=1[O:29][CH3:30].CN(C)C=O. (4) Given the product [OH:8][CH2:24][CH2:23][C:20]1[CH:21]=[CH:22][C:17]([NH:16][C:1](=[O:7])[CH2:2][CH2:3][C:4]#[CH:5])=[CH:18][CH:19]=1, predict the reactants needed to synthesize it. The reactants are: [C:1]([OH:7])(=O)[CH2:2][CH2:3][C:4]#[CH:5].[OH:8]N1C(=O)CCC1=O.[NH2:16][C:17]1[CH:22]=[CH:21][C:20]([CH:23](O)[CH3:24])=[CH:19][CH:18]=1.C(N(CC)CC)C. (5) Given the product [NH2:18][C:17]1[C:12]2[C:13](=[N:14][C:9]([C:6]3[CH:7]=[CH:8][C:3]([NH:2][S:27]([C:21]4[CH:22]=[C:23]([CH3:26])[CH:24]=[CH:25][C:20]=4[F:19])(=[O:28])=[O:29])=[CH:4][CH:5]=3)=[CH:10][N:11]=2)[NH:15][N:16]=1, predict the reactants needed to synthesize it. The reactants are: Cl.[NH2:2][C:3]1[CH:8]=[CH:7][C:6]([C:9]2[N:14]=[C:13]3[NH:15][N:16]=[C:17]([NH2:18])[C:12]3=[N:11][CH:10]=2)=[CH:5][CH:4]=1.[F:19][C:20]1[CH:25]=[CH:24][C:23]([CH3:26])=[CH:22][C:21]=1[S:27](Cl)(=[O:29])=[O:28]. (6) The reactants are: [Br:1][C:2]1[CH:11]=[C:10]2[C:5]([C:6]([C:15]3[CH:20]=[C:19]([O:21][CH3:22])[C:18]([O:23][CH3:24])=[C:17]([Br:25])[CH:16]=3)=[C:7]([C:13]#[N:14])[C:8](=[NH:12])[O:9]2)=[CH:4][CH:3]=1.C(ON=O)(C)(C)C.NC1C=C2C(C(C3C=C(OC)C(OC)=C(Br)C=3)=C(C#N)C(=N)O2)=CC=1. Given the product [NH2:12][C:8]1[O:9][C:10]2[C:5]([CH:6]([C:15]3[CH:20]=[C:19]([O:21][CH3:22])[C:18]([O:23][CH3:24])=[C:17]([Br:25])[CH:16]=3)[C:7]=1[C:13]#[N:14])=[CH:4][CH:3]=[C:2]([Br:1])[CH:11]=2, predict the reactants needed to synthesize it.